This data is from Catalyst prediction with 721,799 reactions and 888 catalyst types from USPTO. The task is: Predict which catalyst facilitates the given reaction. (1) Product: [ClH:32].[NH2:17][C:15]1[CH:14]=[N:13][N:12]([CH2:11][C:10]([NH:9][C:3]2[CH:4]=[CH:5][CH:6]=[C:7]([F:8])[C:2]=2[F:1])=[O:31])[CH:16]=1. Reactant: [F:1][C:2]1[C:7]([F:8])=[CH:6][CH:5]=[CH:4][C:3]=1[NH:9][C:10](=[O:31])[CH2:11][N:12]1[CH:16]=[C:15]([N:17]=C(C2C=CC=CC=2)C2C=CC=CC=2)[CH:14]=[N:13]1.[ClH:32]. The catalyst class is: 13. (2) Reactant: [C:1]([O:5][C:6]([N:8]1[CH2:12][C:11]([F:14])([F:13])[CH2:10][C@H:9]1[CH2:15][OH:16])=[O:7])([CH3:4])([CH3:3])[CH3:2]. Product: [C:1]([O:5][C:6]([N:8]1[CH2:12][C:11]([F:13])([F:14])[CH2:10][C@H:9]1[CH:15]=[O:16])=[O:7])([CH3:4])([CH3:3])[CH3:2]. The catalyst class is: 91. (3) Product: [Cl:43][C:10]1[C:4]2[CH:3]=[C:2]([Cl:1])[CH:31]=[CH:30][C:5]=2[N:6]([CH2:21][C:22]2[CH:23]=[CH:24][C:25]([O:28][CH3:29])=[CH:26][CH:27]=2)[C:7](=[O:20])[CH:8]([CH2:12][C:13]2[CH:18]=[CH:17][CH:16]=[CH:15][C:14]=2[Cl:19])[N:9]=1. Reactant: [Cl:1][C:2]1[CH:31]=[CH:30][C:5]2[N:6]([CH2:21][C:22]3[CH:27]=[CH:26][C:25]([O:28][CH3:29])=[CH:24][CH:23]=3)[C:7](=[O:20])[CH:8]([CH2:12][C:13]3[CH:18]=[CH:17][CH:16]=[CH:15][C:14]=3[Cl:19])[NH:9][C:10](=O)[C:4]=2[CH:3]=1.CN(C)C1C=CC=CC=1.P(Cl)(Cl)([Cl:43])=O. The catalyst class is: 11. (4) Reactant: [CH3:1][C:2]1([NH:14]C(=O)OC(C)(C)C)[CH2:7][CH2:6][N:5]([C:8]2[CH:13]=[N:12][CH:11]=[CH:10][N:9]=2)[CH2:4][CH2:3]1.FC(F)(F)C(O)=O. Product: [CH3:1][C:2]1([NH2:14])[CH2:7][CH2:6][N:5]([C:8]2[CH:13]=[N:12][CH:11]=[CH:10][N:9]=2)[CH2:4][CH2:3]1. The catalyst class is: 4. (5) Reactant: C(N(CC)CC)C.[CH3:8][O:9][C:10]1[CH:15]=[CH:14][C:13]([OH:16])=[CH:12][CH:11]=1.[P:17](Cl)([Cl:20])([Cl:19])=[O:18]. Product: [P:17]([Cl:20])([Cl:19])(=[O:18])[O:16][C:13]1[CH:14]=[CH:15][C:10]([O:9][CH3:8])=[CH:11][CH:12]=1. The catalyst class is: 28. (6) Reactant: [C:1]1([C:3](=[CH:5][CH:6]=[CH:7][CH:8]=1)[OH:4])[OH:2].CC(C)[O-].[Zr+4:13].CC(C)[O-].CC(C)[O-].CC(C)[O-]. Product: [C:1]1([C:3](=[CH:5][CH:6]=[CH:7][CH:8]=1)[O-:4])[O-:2].[Zr+4:13].[C:1]1([C:3](=[CH:5][CH:6]=[CH:7][CH:8]=1)[O-:4])[O-:2]. The catalyst class is: 11. (7) Reactant: [CH2:1]([O:3][CH:4]([O:7][CH2:8][CH3:9])[CH2:5][NH2:6])[CH3:2].[N:10]#[C:11]Br. Product: [CH2:1]([O:3][CH:4]([O:7][CH2:8][CH3:9])[CH2:5][N:6]=[C:11]=[NH:10])[CH3:2]. The catalyst class is: 788.